Dataset: Forward reaction prediction with 1.9M reactions from USPTO patents (1976-2016). Task: Predict the product of the given reaction. (1) Given the reactants [C:1]([C:3]1[CH:8]=[CH:7][C:6]([C:9]2[N:13]3[CH:14]=[C:15]([C:18]4[CH:26]=[CH:25][C:21]([C:22](O)=[O:23])=[CH:20][CH:19]=4)[N:16]=[CH:17][C:12]3=[N:11][CH:10]=2)=[CH:5][CH:4]=1)#[N:2].[CH3:27][N:28]1[CH2:34][CH2:33][CH2:32][NH:31][CH2:30][CH2:29]1, predict the reaction product. The product is: [CH3:27][N:28]1[CH2:34][CH2:33][CH2:32][N:31]([C:22]([C:21]2[CH:25]=[CH:26][C:18]([C:15]3[N:16]=[CH:17][C:12]4[N:13]([C:9]([C:6]5[CH:5]=[CH:4][C:3]([C:1]#[N:2])=[CH:8][CH:7]=5)=[CH:10][N:11]=4)[CH:14]=3)=[CH:19][CH:20]=2)=[O:23])[CH2:30][CH2:29]1. (2) Given the reactants [Br:1][C:2]1[CH:7]=[C:6]([F:8])[CH:5]=[CH:4][C:3]=1[CH:9]1[C:14]([C:15]([O:17][CH2:18][CH3:19])=[O:16])=[C:13]([CH2:20]Br)[NH:12][C:11]([C:22]2[S:23][CH:24]=[CH:25][N:26]=2)=[N:10]1.[OH:27][CH:28]1[CH2:32][NH:31][CH:30]([C:33]([OH:35])=[O:34])[CH2:29]1, predict the reaction product. The product is: [Br:1][C:2]1[CH:7]=[C:6]([F:8])[CH:5]=[CH:4][C:3]=1[CH:9]1[N:10]=[C:11]([C:22]2[S:23][CH:24]=[CH:25][N:26]=2)[NH:12][C:13]([CH2:20][N:31]2[CH2:32][CH:28]([OH:27])[CH2:29][CH:30]2[C:33]([OH:35])=[O:34])=[C:14]1[C:15]([O:17][CH2:18][CH3:19])=[O:16].